This data is from Full USPTO retrosynthesis dataset with 1.9M reactions from patents (1976-2016). The task is: Predict the reactants needed to synthesize the given product. (1) Given the product [NH2:14][C:10]1[C:9]([N+:15]([O-:17])=[O:16])=[C:8]([O:7][C:6]2[C:5]([F:19])=[C:4]([F:20])[C:3]([F:21])=[C:2]([NH:1][C:28](=[O:29])[C:27]3[CH:31]=[CH:32][CH:33]=[C:25]([O:24][C:23]([F:22])([F:34])[F:35])[CH:26]=3)[CH:18]=2)[CH:13]=[CH:12][N:11]=1, predict the reactants needed to synthesize it. The reactants are: [NH2:1][C:2]1[C:3]([F:21])=[C:4]([F:20])[C:5]([F:19])=[C:6]([CH:18]=1)[O:7][C:8]1[CH:13]=[CH:12][N:11]=[C:10]([NH2:14])[C:9]=1[N+:15]([O-:17])=[O:16].[F:22][C:23]([F:35])([F:34])[O:24][C:25]1[CH:26]=[C:27]([CH:31]=[CH:32][CH:33]=1)[C:28](Cl)=[O:29]. (2) Given the product [CH3:1][C:2]([CH3:37])([CH3:36])[CH2:3][CH2:4][N:5]1[C:10](=[O:11])[C:9]([C:12]2[NH:17][C:16]3[CH:18]=[CH:19][C:20]([N:22]([CH2:47][O:46][C:40](=[O:45])[C:41]([CH3:44])([CH3:43])[CH3:42])[S:23]([CH3:26])(=[O:24])=[O:25])=[CH:21][C:15]=3[S:14](=[O:29])(=[O:28])[N:13]=2)=[C:8]([OH:30])[C:7]([C:31]2[S:32][CH:33]=[CH:34][CH:35]=2)=[N:6]1, predict the reactants needed to synthesize it. The reactants are: [CH3:1][C:2]([CH3:37])([CH3:36])[CH2:3][CH2:4][N:5]1[C:10](=[O:11])[C:9]([C:12]2[NH:17][C:16]3[CH:18]=[CH:19][C:20]([NH:22][S:23]([CH:26]=C)(=[O:25])=[O:24])=[CH:21][C:15]=3[S:14](=[O:29])(=[O:28])[N:13]=2)=[C:8]([OH:30])[C:7]([C:31]2[S:32][CH:33]=[CH:34][CH:35]=2)=[N:6]1.[H-].[Na+].[C:40]([O:46][CH2:47]Cl)(=[O:45])[C:41]([CH3:44])([CH3:43])[CH3:42]. (3) Given the product [N:29]1[CH:30]=[CH:31][CH:32]=[C:27]([NH:26][C:15]([C:10]2[CH:11]=[CH:12][C:13]3[CH:14]=[C:6]4[C:5](=[O:18])[NH:4][CH2:3][C:2]([CH3:19])([CH3:1])[N:7]4[C:8]=3[CH:9]=2)=[O:16])[CH:28]=1, predict the reactants needed to synthesize it. The reactants are: [CH3:1][C:2]1([CH3:19])[N:7]2[C:8]3[CH:9]=[C:10]([C:15](O)=[O:16])[CH:11]=[CH:12][C:13]=3[CH:14]=[C:6]2[C:5](=[O:18])[NH:4][CH2:3]1.C(Cl)(=O)C(Cl)=O.[NH2:26][C:27]1[CH:28]=[N:29][CH:30]=[CH:31][CH:32]=1.C(N(C(C)C)CC)(C)C. (4) Given the product [Br:1][C:2]1[C:3]([F:11])=[C:4]([CH:8]=[CH:9][CH:10]=1)[C:5]([O:7][CH3:12])=[O:6], predict the reactants needed to synthesize it. The reactants are: [Br:1][C:2]1[C:3]([F:11])=[C:4]([CH:8]=[CH:9][CH:10]=1)[C:5]([OH:7])=[O:6].[C:12](=O)([O-])[O-].[K+].[K+].IC.CC(OC)(C)C. (5) Given the product [Cl:8][C:9]1[CH:17]=[CH:16][C:12]([C:13]([NH:58][CH:59]([CH:69]2[CH2:70][CH2:71][CH2:72][CH2:73]2)[CH2:60][NH:61][C:62](=[O:68])[O:63][C:64]([CH3:67])([CH3:65])[CH3:66])=[O:14])=[CH:11][C:10]=1[NH:18][C:19]([C:21]1[C:32](=[O:33])[NH:31][C:24]2[N:25]=[C:26]([O:29][CH3:30])[N:27]=[CH:28][C:23]=2[CH:22]=1)=[O:20], predict the reactants needed to synthesize it. The reactants are: C(N(CC)CC)C.[Cl:8][C:9]1[CH:17]=[CH:16][C:12]([C:13](O)=[O:14])=[CH:11][C:10]=1[NH:18][C:19]([C:21]1[C:32](=[O:33])[NH:31][C:24]2[N:25]=[C:26]([O:29][CH3:30])[N:27]=[CH:28][C:23]=2[CH:22]=1)=[O:20].CN(C(ON1N=NC2C=CC=NC1=2)=[N+](C)C)C.F[P-](F)(F)(F)(F)F.[NH2:58][CH:59]([CH:69]1[CH2:73][CH2:72][CH2:71][CH2:70]1)[CH2:60][NH:61][C:62](=[O:68])[O:63][C:64]([CH3:67])([CH3:66])[CH3:65]. (6) Given the product [C:24]([C:20]1[CH:19]=[C:18]([CH:23]=[CH:22][CH:21]=1)[CH2:17][N:12]1[C@@H:11]2[C@H:15]([C@H:7]([CH2:6][C:5]3[CH:30]=[C:31]([O:32][CH2:33][C:34]([F:36])([F:37])[F:35])[C:2]([NH:1][C:41](=[O:42])[CH2:40][Cl:39])=[C:3]([F:38])[CH:4]=3)[CH2:8][S:9](=[O:29])(=[O:28])[CH2:10]2)[O:14][C:13]1=[O:16])([CH3:27])([CH3:25])[CH3:26], predict the reactants needed to synthesize it. The reactants are: [NH2:1][C:2]1[C:31]([O:32][CH2:33][C:34]([F:37])([F:36])[F:35])=[CH:30][C:5]([CH2:6][C@H:7]2[C@H:15]3[C@@H:11]([N:12]([CH2:17][C:18]4[CH:23]=[CH:22][CH:21]=[C:20]([C:24]([CH3:27])([CH3:26])[CH3:25])[CH:19]=4)[C:13](=[O:16])[O:14]3)[CH2:10][S:9](=[O:29])(=[O:28])[CH2:8]2)=[CH:4][C:3]=1[F:38].[Cl:39][CH2:40][C:41](Cl)=[O:42]. (7) Given the product [CH:14]([C:17]1[CH:18]=[CH:19][C:20]([N:23]([CH2:24][C:25]2[CH:26]=[N:27][N:28]([C:30]3[CH:35]=[CH:34][CH:33]=[CH:32][CH:31]=3)[CH:29]=2)[C:11]([CH:1]2[C:10]3[C:5](=[CH:6][CH:7]=[CH:8][CH:9]=3)[CH2:4][CH2:3][CH2:2]2)=[O:13])=[CH:21][CH:22]=1)([CH3:16])[CH3:15], predict the reactants needed to synthesize it. The reactants are: [CH:1]1([C:11]([OH:13])=O)[C:10]2[C:5](=[CH:6][CH:7]=[CH:8][CH:9]=2)[CH2:4][CH2:3][CH2:2]1.[CH:14]([C:17]1[CH:22]=[CH:21][C:20]([NH:23][CH2:24][C:25]2[CH:26]=[N:27][N:28]([C:30]3[CH:35]=[CH:34][CH:33]=[CH:32][CH:31]=3)[CH:29]=2)=[CH:19][CH:18]=1)([CH3:16])[CH3:15].